Dataset: Catalyst prediction with 721,799 reactions and 888 catalyst types from USPTO. Task: Predict which catalyst facilitates the given reaction. Reactant: Cl[C:2]1[C:7]([CH3:8])=[CH:6][CH:5]=[C:4](Cl)[C:3]=1[NH:10][C:11]1[CH:26]=[CH:25][CH:24]=[CH:23][C:12]=1[C:13]([O:15][CH2:16][CH2:17][N:18]([CH2:21][CH3:22])[CH2:19][CH3:20])=[O:14].F[C:28](F)(F)C1C=C(NC2C(C(OCCN(CC)CC)=O)=CC=CN=2)C=CC=1.CC1C(C(F)(F)F)=CC=CC=1NC1C(C(OCCN(CC)CC)=O)=CC=CN=1. Product: [CH3:28][C:2]1[C:7]([CH3:8])=[CH:6][CH:5]=[CH:4][C:3]=1[NH:10][C:11]1[CH:26]=[CH:25][CH:24]=[CH:23][C:12]=1[C:13]([O:15][CH2:16][CH2:17][N:18]([CH2:21][CH3:22])[CH2:19][CH3:20])=[O:14]. The catalyst class is: 52.